From a dataset of Full USPTO retrosynthesis dataset with 1.9M reactions from patents (1976-2016). Predict the reactants needed to synthesize the given product. (1) Given the product [ClH:25].[ClH:25].[CH3:24][C:22]1[N:23]=[C:19]([C:16]2[N:15]=[C:14]([C@H:10]3[CH2:11][CH2:12][CH2:13][NH:8][CH2:9]3)[O:18][N:17]=2)[NH:20][CH:21]=1, predict the reactants needed to synthesize it. The reactants are: C(OC([N:8]1[CH2:13][CH2:12][CH2:11][CH:10]([C:14]2[O:18][N:17]=[C:16]([C:19]3[NH:20][CH:21]=[C:22]([CH3:24])[N:23]=3)[N:15]=2)[CH2:9]1)=O)(C)(C)C.[ClH:25]. (2) Given the product [O:1]=[C:2]1[C:10](=[CH:25][C:24]2[NH:23][CH:22]=[C:21]3[C:16](=[O:15])[O:17][CH2:18][CH2:19][C:20]=23)[C:9]2[C:4](=[CH:5][CH:6]=[C:7]([S:11]([NH2:14])(=[O:12])=[O:13])[CH:8]=2)[NH:3]1, predict the reactants needed to synthesize it. The reactants are: [O:1]=[C:2]1[CH2:10][C:9]2[C:4](=[CH:5][CH:6]=[C:7]([S:11]([NH2:14])(=[O:13])=[O:12])[CH:8]=2)[NH:3]1.[O:15]=[C:16]1[C:21]2=[CH:22][NH:23][C:24]([CH:25]=O)=[C:20]2[CH2:19][CH2:18][O:17]1. (3) Given the product [CH2:1]([N:8]1[CH2:14][CH2:13][CH:12]([C:15]([OH:17])=[O:16])[N:11]([S:22]([C:25]2[CH:30]=[CH:29][C:28]([O:31][CH2:32][C:33]#[C:34][CH3:35])=[CH:27][CH:26]=2)(=[O:24])=[O:23])[CH2:10][CH2:9]1)[C:2]1[CH:7]=[CH:6][CH:5]=[CH:4][CH:3]=1, predict the reactants needed to synthesize it. The reactants are: [CH2:1]([N:8]1[CH2:14][CH2:13][CH:12]([C:15]([O:17]C(C)(C)C)=[O:16])[N:11]([S:22]([C:25]2[CH:30]=[CH:29][C:28]([O:31][CH2:32][C:33]#[C:34][CH3:35])=[CH:27][CH:26]=2)(=[O:24])=[O:23])[CH2:10][CH2:9]1)[C:2]1[CH:7]=[CH:6][CH:5]=[CH:4][CH:3]=1.FC(F)(F)C(O)=O. (4) Given the product [CH3:21][C:20]1[C:15]([CH2:14][CH2:13][C:12]2[CH:42]=[CH:43][CH:44]=[CH:45][C:11]=2[CH2:10][C:9]([NH2:8])=[O:46])=[N:16][C:17]([NH:22][C:23]2[CH:28]=[N:27][C:26]([CH:29]3[CH2:34][CH2:33][NH:32][CH2:31][CH2:30]3)=[CH:25][CH:24]=2)=[N:18][CH:19]=1, predict the reactants needed to synthesize it. The reactants are: C(O)(C(F)(F)F)=O.[NH2:8][C:9](=[O:46])[CH2:10][C:11]1[CH:45]=[CH:44][CH:43]=[CH:42][C:12]=1[CH2:13][CH2:14][C:15]1[C:20]([CH3:21])=[CH:19][N:18]=[C:17]([NH:22][C:23]2[CH:24]=[CH:25][C:26]([CH:29]3[CH2:34][CH2:33][N:32](C(OC(C)(C)C)=O)[CH2:31][CH2:30]3)=[N:27][CH:28]=2)[N:16]=1. (5) The reactants are: Br[CH2:2][CH2:3][CH2:4][CH2:5][CH2:6][O:7][C:8]1[N:9]=[CH:10][C:11]2[C:16]([CH:17]=1)=[CH:15][CH:14]=[CH:13][CH:12]=2.Cl.Cl.[C:20]1([CH3:32])[CH:25]=[CH:24][CH:23]=[C:22]([N:26]2[CH2:31][CH2:30][NH:29][CH2:28][CH2:27]2)[CH:21]=1.ClC1C=C(N2CCN(CCCCCOC3N=CC4C(C=3)=CC=CC=4)CC2)C=CC=1. Given the product [C:20]1([CH3:32])[CH:25]=[CH:24][CH:23]=[C:22]([N:26]2[CH2:27][CH2:28][N:29]([CH2:2][CH2:3][CH2:4][CH2:5][CH2:6][O:7][C:8]3[N:9]=[CH:10][C:11]4[C:16]([CH:17]=3)=[CH:15][CH:14]=[CH:13][CH:12]=4)[CH2:30][CH2:31]2)[CH:21]=1, predict the reactants needed to synthesize it.